From a dataset of Full USPTO retrosynthesis dataset with 1.9M reactions from patents (1976-2016). Predict the reactants needed to synthesize the given product. (1) Given the product [F:1][C:2]1[CH:29]=[C:28]([CH:27]=[CH:26][C:3]=1[O:4][C:5]1[CH:10]=[CH:9][N:8]=[C:7]2[CH:11]=[C:12]([C:14]3[N:15]=[N:16][N:17]([CH2:19][CH2:20][N:21]4[CH2:22][CH2:23][CH2:24][CH2:25]4)[CH:18]=3)[S:13][C:6]=12)[NH2:30], predict the reactants needed to synthesize it. The reactants are: [F:1][C:2]1[CH:29]=[C:28]([N+:30]([O-])=O)[CH:27]=[CH:26][C:3]=1[O:4][C:5]1[CH:10]=[CH:9][N:8]=[C:7]2[CH:11]=[C:12]([C:14]3[N:15]=[N:16][N:17]([CH2:19][CH2:20][N:21]4[CH2:25][CH2:24][CH2:23][CH2:22]4)[CH:18]=3)[S:13][C:6]=12.[Cl-].[NH4+]. (2) Given the product [CH2:6]([C:7]1[C:8]([CH3:19])=[N:9][O:10][C:11]=1[C:12]1[CH:17]=[CH:16][C:15]([Br:18])=[CH:14][CH:13]=1)[CH:1]=[CH2:2], predict the reactants needed to synthesize it. The reactants are: [CH:1]([Mg]Br)=[CH2:2].Br[CH2:6][C:7]1[C:8]([CH3:19])=[N:9][O:10][C:11]=1[C:12]1[CH:17]=[CH:16][C:15]([Br:18])=[CH:14][CH:13]=1. (3) Given the product [F:1][C:2]([F:15])([C:7]1[CH:14]=[CH:13][C:10]([CH2:11][NH:12][C:25](=[O:26])[CH2:24][C:20]2[CH:21]=[CH:22][CH:23]=[C:18]([C:17]([F:28])([F:16])[F:29])[CH:19]=2)=[CH:9][CH:8]=1)[C:3]([F:5])([F:4])[F:6], predict the reactants needed to synthesize it. The reactants are: [F:1][C:2]([F:15])([C:7]1[CH:14]=[CH:13][C:10]([CH2:11][NH2:12])=[CH:9][CH:8]=1)[C:3]([F:6])([F:5])[F:4].[F:16][C:17]([F:29])([F:28])[C:18]1[CH:19]=[C:20]([CH2:24][C:25](O)=[O:26])[CH:21]=[CH:22][CH:23]=1.CN1CCOCC1.CN(C(ON1N=NC2C=CC=CC1=2)=[N+](C)C)C.F[P-](F)(F)(F)(F)F. (4) Given the product [CH3:1][O:2][CH2:3][CH2:4][O:5][C:6]1[CH:11]=[C:10]2[C:12]([NH:16][C:17]3[CH:18]=[CH:19][CH:20]=[C:21]([C:23]#[CH:24])[CH:22]=3)=[N:13][CH:14]=[N:15][C:9]2=[CH:8][C:7]=1[O:25][CH2:26][CH2:27][O:28][CH3:29].[ClH:36], predict the reactants needed to synthesize it. The reactants are: [CH3:1][O:2][CH2:3][CH2:4][O:5][C:6]1[CH:11]=[C:10]2[C:12]([NH:16][C:17]3[CH:22]=[C:21]([C:23]#[CH:24])[CH:20]=[CH:19][CH:18]=3)=[N:13][CH:14]=[N:15][C:9]2=[CH:8][C:7]=1[O:25][CH2:26][CH2:27][O:28][CH3:29].O1CCOCC1.[ClH:36]. (5) Given the product [F:1][CH:2]([F:22])[C:3]1[CH:4]=[C:5]([C:9]2[CH:18]=[CH:17][C:16]3[C:11](=[C:12]([C:19]([NH:28][C:24]4[S:23][CH:27]=[CH:26][N:25]=4)=[O:21])[CH:13]=[CH:14][CH:15]=3)[N:10]=2)[CH:6]=[CH:7][CH:8]=1, predict the reactants needed to synthesize it. The reactants are: [F:1][CH:2]([F:22])[C:3]1[CH:4]=[C:5]([C:9]2[CH:18]=[CH:17][C:16]3[C:11](=[C:12]([C:19]([OH:21])=O)[CH:13]=[CH:14][CH:15]=3)[N:10]=2)[CH:6]=[CH:7][CH:8]=1.[S:23]1[CH:27]=[CH:26][N:25]=[C:24]1[NH2:28].CN(C(ON1N=NC2C=CC=NC1=2)=[N+](C)C)C.F[P-](F)(F)(F)(F)F.CCN(C(C)C)C(C)C.C([O-])(O)=O.[Na+]. (6) The reactants are: [CH3:1][O:2][C:3](=[O:13])[C:4]1[CH:9]=[CH:8][C:7]([CH2:10]Br)=[N:6][C:5]=1[Cl:12].[CH:14]([NH2:16])=[O:15].[CH:17](N)=[O:18].[Na]. Given the product [CH3:1][O:2][C:3](=[O:13])[C:4]1[CH:9]=[CH:8][C:7]([CH2:10][N:16]([CH:17]=[O:18])[CH:14]=[O:15])=[N:6][C:5]=1[Cl:12], predict the reactants needed to synthesize it.